Task: Predict the product of the given reaction.. Dataset: Forward reaction prediction with 1.9M reactions from USPTO patents (1976-2016) (1) The product is: [C:44]([NH:43][C:41]1[N:40]=[C:39]([C:48]2[CH:53]=[CH:52][CH:51]=[CH:50][N:49]=2)[CH:38]=[C:37]([C:33]2[CH:34]=[N:35][CH:36]=[C:31]([C:12]3[CH:11]=[CH:10][C:9]([C:7]([N:1]4[CH2:2][CH2:3][NH:4][CH2:5][CH2:6]4)=[O:8])=[CH:14][CH:13]=3)[CH:32]=2)[CH:42]=1)([CH3:47])([CH3:45])[CH3:46]. Given the reactants [N:1]1([C:7]([C:9]2[CH:14]=[CH:13][C:12](B3OC(C)(C)C(C)(C)O3)=[CH:11][CH:10]=2)=[O:8])[CH2:6][CH2:5][NH:4][CH2:3][CH2:2]1.C([O-])([O-])=O.[Na+].[Na+].Br[C:31]1[CH:32]=[C:33]([C:37]2[CH:42]=[C:41]([NH:43][C:44]([CH3:47])([CH3:46])[CH3:45])[N:40]=[C:39]([C:48]3[CH:53]=[CH:52][CH:51]=[CH:50][N:49]=3)[CH:38]=2)[CH:34]=[N:35][CH:36]=1, predict the reaction product. (2) Given the reactants [CH2:1]([C@H:8]([NH2:11])[CH2:9]O)[C:2]1[CH:7]=[CH:6][CH:5]=[CH:4][CH:3]=1.[Cl-].ClC[C@@H]([NH3+])CC1C=CC=CC=1.[CH3:24][C:25]1[CH:30]=[C:29]([N+:31]([O-:33])=[O:32])[CH:28]=[CH:27][C:26]=1[N:34]=[C:35]=[S:36], predict the reaction product. The product is: [CH3:24][C:25]1[CH:30]=[C:29]([N+:31]([O-:33])=[O:32])[CH:28]=[CH:27][C:26]=1[N:34]=[C:35]1[NH:11][C@@H:8]([CH2:1][C:2]2[CH:7]=[CH:6][CH:5]=[CH:4][CH:3]=2)[CH2:9][S:36]1. (3) Given the reactants Br[C:2]1[CH:3]=[C:4]([CH:14]=[CH:15][C:16]=1[F:17])[C:5]([N:7]([CH2:11][CH2:12][CH3:13])[CH2:8][CH2:9][CH3:10])=[O:6].[CH3:18][N:19](C=O)C, predict the reaction product. The product is: [C:18]([C:2]1[CH:3]=[C:4]([CH:14]=[CH:15][C:16]=1[F:17])[C:5]([N:7]([CH2:11][CH2:12][CH3:13])[CH2:8][CH2:9][CH3:10])=[O:6])#[N:19]. (4) Given the reactants [CH3:1][S:2](Cl)(=[O:4])=[O:3].[CH3:6][O:7][C:8](=[O:37])[C:9]1[CH:14]=[C:13]([NH2:15])[CH:12]=[C:11]([N:16]2[C:20]([CH3:21])=[CH:19][CH:18]=[C:17]2[C:22]2[CH:27]=[C:26]([Cl:28])[CH:25]=[CH:24][C:23]=2[O:29][CH2:30][C:31]2[CH:36]=[CH:35][CH:34]=[CH:33][CH:32]=2)[CH:10]=1, predict the reaction product. The product is: [CH3:6][O:7][C:8](=[O:37])[C:9]1[CH:14]=[C:13]([NH:15][S:2]([CH3:1])(=[O:4])=[O:3])[CH:12]=[C:11]([N:16]2[C:20]([CH3:21])=[CH:19][CH:18]=[C:17]2[C:22]2[CH:27]=[C:26]([Cl:28])[CH:25]=[CH:24][C:23]=2[O:29][CH2:30][C:31]2[CH:36]=[CH:35][CH:34]=[CH:33][CH:32]=2)[CH:10]=1. (5) The product is: [F:1][C:2]1[CH:9]=[C:8]([O:10][CH3:11])[C:7]([F:12])=[CH:6][C:3]=1[CH:4]=[O:5]. Given the reactants [F:1][C:2]1[CH:9]=[C:8]([O:10][CH3:11])[C:7]([F:12])=[CH:6][C:3]=1[CH2:4][OH:5], predict the reaction product.